Regression. Given two drug SMILES strings and cell line genomic features, predict the synergy score measuring deviation from expected non-interaction effect. From a dataset of NCI-60 drug combinations with 297,098 pairs across 59 cell lines. (1) Drug 1: CC12CCC3C(C1CCC2O)C(CC4=C3C=CC(=C4)O)CCCCCCCCCS(=O)CCCC(C(F)(F)F)(F)F. Drug 2: COCCOC1=C(C=C2C(=C1)C(=NC=N2)NC3=CC=CC(=C3)C#C)OCCOC.Cl. Cell line: MOLT-4. Synergy scores: CSS=-14.9, Synergy_ZIP=6.06, Synergy_Bliss=-1.87, Synergy_Loewe=-11.9, Synergy_HSA=-12.1. (2) Drug 1: CC1=C(C(CCC1)(C)C)C=CC(=CC=CC(=CC(=O)O)C)C. Drug 2: CC1=C(C(=CC=C1)Cl)NC(=O)C2=CN=C(S2)NC3=CC(=NC(=N3)C)N4CCN(CC4)CCO. Cell line: SK-MEL-28. Synergy scores: CSS=-6.80, Synergy_ZIP=4.57, Synergy_Bliss=6.93, Synergy_Loewe=-3.49, Synergy_HSA=-5.33. (3) Drug 1: CC1OCC2C(O1)C(C(C(O2)OC3C4COC(=O)C4C(C5=CC6=C(C=C35)OCO6)C7=CC(=C(C(=C7)OC)O)OC)O)O. Drug 2: CC1C(C(CC(O1)OC2CC(OC(C2O)C)OC3=CC4=CC5=C(C(=O)C(C(C5)C(C(=O)C(C(C)O)O)OC)OC6CC(C(C(O6)C)O)OC7CC(C(C(O7)C)O)OC8CC(C(C(O8)C)O)(C)O)C(=C4C(=C3C)O)O)O)O. Cell line: HCC-2998. Synergy scores: CSS=17.8, Synergy_ZIP=2.03, Synergy_Bliss=4.01, Synergy_Loewe=3.60, Synergy_HSA=4.19.